From a dataset of Merck oncology drug combination screen with 23,052 pairs across 39 cell lines. Regression. Given two drug SMILES strings and cell line genomic features, predict the synergy score measuring deviation from expected non-interaction effect. (1) Drug 1: O=C(CCCCCCC(=O)Nc1ccccc1)NO. Drug 2: CCc1c2c(nc3ccc(O)cc13)-c1cc3c(c(=O)n1C2)COC(=O)C3(O)CC. Cell line: NCIH23. Synergy scores: synergy=-14.8. (2) Drug 1: CCC1(O)C(=O)OCc2c1cc1n(c2=O)Cc2cc3c(CN(C)C)c(O)ccc3nc2-1. Drug 2: Cn1cc(-c2cnn3c(N)c(Br)c(C4CCCNC4)nc23)cn1. Cell line: ES2. Synergy scores: synergy=-6.19. (3) Drug 1: O=S1(=O)NC2(CN1CC(F)(F)F)C1CCC2Cc2cc(C=CCN3CCC(C(F)(F)F)CC3)ccc2C1. Drug 2: C=CCn1c(=O)c2cnc(Nc3ccc(N4CCN(C)CC4)cc3)nc2n1-c1cccc(C(C)(C)O)n1. Cell line: RKO. Synergy scores: synergy=-3.33. (4) Drug 1: N#Cc1ccc(Cn2cncc2CN2CCN(c3cccc(Cl)c3)C(=O)C2)cc1. Drug 2: CCc1cnn2c(NCc3ccc[n+]([O-])c3)cc(N3CCCCC3CCO)nc12. Cell line: SKMEL30. Synergy scores: synergy=1.50. (5) Drug 1: CC(=O)OC1C(=O)C2(C)C(O)CC3OCC3(OC(C)=O)C2C(OC(=O)c2ccccc2)C2(O)CC(OC(=O)C(O)C(NC(=O)c3ccccc3)c3ccccc3)C(C)=C1C2(C)C. Drug 2: Cc1nc(Nc2ncc(C(=O)Nc3c(C)cccc3Cl)s2)cc(N2CCN(CCO)CC2)n1. Cell line: A2058. Synergy scores: synergy=28.7. (6) Drug 1: O=S1(=O)NC2(CN1CC(F)(F)F)C1CCC2Cc2cc(C=CCN3CCC(C(F)(F)F)CC3)ccc2C1. Drug 2: CC(=O)OC1C(=O)C2(C)C(O)CC3OCC3(OC(C)=O)C2C(OC(=O)c2ccccc2)C2(O)CC(OC(=O)C(O)C(NC(=O)c3ccccc3)c3ccccc3)C(C)=C1C2(C)C. Cell line: NCIH460. Synergy scores: synergy=28.6.